This data is from Full USPTO retrosynthesis dataset with 1.9M reactions from patents (1976-2016). The task is: Predict the reactants needed to synthesize the given product. (1) The reactants are: C[O:2][C:3]1[CH:20]=[CH:19][CH:18]=[CH:17][C:4]=1[CH2:5][N:6]1[CH2:15][C:14]2[C:9](=[CH:10][CH:11]=[CH:12][CH:13]=2)[N:8]=[C:7]1[NH2:16].Cl.N1C=CC=CC=1. Given the product [NH2:16][C:7]1[N:6]([CH2:5][C:4]2[CH:17]=[CH:18][CH:19]=[CH:20][C:3]=2[OH:2])[CH2:15][C:14]2[C:9](=[CH:10][CH:11]=[CH:12][CH:13]=2)[N:8]=1, predict the reactants needed to synthesize it. (2) Given the product [CH3:6][C:7]1([CH3:31])[CH:16]2[O:2][CH:15]2[C:14]2[CH:13]=[C:12]([CH2:17][C:18]([NH:20][CH:21]3[C:30]4[C:25](=[CH:26][CH:27]=[CH:28][CH:29]=4)[CH2:24][CH2:23][CH2:22]3)=[O:19])[CH:11]=[CH:10][C:9]=2[O:8]1, predict the reactants needed to synthesize it. The reactants are: C(=O)([O-])[OH:2].[Na+].[CH3:6][C:7]1([CH3:31])[CH:16]=[CH:15][C:14]2[C:9](=[CH:10][CH:11]=[C:12]([CH2:17][C:18]([NH:20][CH:21]3[C:30]4[C:25](=[CH:26][CH:27]=[CH:28][CH:29]=4)[CH2:24][CH2:23][CH2:22]3)=[O:19])[CH:13]=2)[O:8]1.ClC1C=C(C=CC=1)C(OO)=O.